Task: Predict which catalyst facilitates the given reaction.. Dataset: Catalyst prediction with 721,799 reactions and 888 catalyst types from USPTO (1) Reactant: [CH3:1][S:2]([C:5]1[CH:10]=[CH:9][CH:8]=[CH:7][C:6]=1[CH2:11]O)(=[O:4])=[O:3].P(Br)(Br)[Br:14]. Product: [Br:14][CH2:11][C:6]1[CH:7]=[CH:8][CH:9]=[CH:10][C:5]=1[S:2]([CH3:1])(=[O:4])=[O:3]. The catalyst class is: 326. (2) Reactant: [Cl:1][C:2]1[N:7]=[C:6]([C:8]([O:10][CH3:11])=[O:9])[CH:5]=[CH:4][C:3]=1[OH:12].C(=O)([O-])[O-].[K+].[K+].Cl[CH2:20][C:21]([CH3:24])([OH:23])[CH3:22]. Product: [Cl:1][C:2]1[N:7]=[C:6]([C:8]([O:10][CH3:11])=[O:9])[CH:5]=[CH:4][C:3]=1[O:12][CH2:20][C:21]([OH:23])([CH3:24])[CH3:22]. The catalyst class is: 5.